This data is from Reaction yield outcomes from USPTO patents with 853,638 reactions. The task is: Predict the reaction yield, written as a fraction of the theoretical maximum amount of product (1.0 means a 100% yield; for example, 0.34 means a 34% yield). (1) The reactants are I[C:2]1[CH:3]=[C:4]([CH2:8][CH2:9][N:10]2[CH2:15][CH2:14][N:13]([C:16]3[CH:25]=[CH:24][CH:23]=[C:22]4[C:17]=3[CH:18]=[CH:19][C:20]([CH3:26])=[N:21]4)[CH2:12][CH2:11]2)[CH:5]=[CH:6][CH:7]=1.[NH:27]1[CH:31]2[CH2:32][CH2:33][CH2:34][CH2:35][CH:30]2[NH:29][C:28]1=[O:36]. No catalyst specified. The product is [CH3:26][C:20]1[CH:19]=[CH:18][C:17]2[C:22](=[CH:23][CH:24]=[CH:25][C:16]=2[N:13]2[CH2:14][CH2:15][N:10]([CH2:9][CH2:8][C:4]3[CH:3]=[C:2]([N:27]4[CH:31]5[CH2:32][CH2:33][CH2:34][CH2:35][CH:30]5[NH:29][C:28]4=[O:36])[CH:7]=[CH:6][CH:5]=3)[CH2:11][CH2:12]2)[N:21]=1. The yield is 1.00. (2) The product is [CH3:10][O:9][C:7]1([OH:24])[CH:8]=[C:3]([O:2][CH3:1])[N:4]=[C:5]([C:11]2[S:13][CH:15]=[C:16]([C:17]([F:20])([F:19])[F:18])[N:12]=2)[NH:6]1. The yield is 0.120. The reactants are [CH3:1][O:2][C:3]1[CH:8]=[C:7]([O:9][CH3:10])[N:6]=[C:5]([C:11](=[S:13])[NH2:12])[N:4]=1.Br[CH2:15][C:16](=O)[C:17]([F:20])([F:19])[F:18].CC[OH:24]. No catalyst specified. (3) The reactants are F.F.F.C(N(CC)CC)C.[Si]([O:28][CH2:29][C@H:30]1[O:34][C@@H:33]([N:35]2[CH:42]=[C:41]([CH3:43])[C:39](=[O:40])[NH:38][C:36]2=[O:37])[C@H:32]([O:44][CH2:45][CH2:46][O:47][N:48]([CH3:50])[CH3:49])[C@@H:31]1[OH:51])(C(C)(C)C)(C1C=CC=CC=1)C1C=CC=CC=1.CO. The catalyst is C1COCC1.C(Cl)Cl. The product is [CH3:49][N:48]([CH3:50])[O:47][CH2:46][CH2:45][O:44][C@@H:32]1[C@H:31]([OH:51])[C@@H:30]([CH2:29][OH:28])[O:34][C@H:33]1[N:35]1[CH:42]=[C:41]([CH3:43])[C:39](=[O:40])[NH:38][C:36]1=[O:37]. The yield is 0.925. (4) The reactants are [CH3:1][N:2]1[CH:6]=[C:5]([C:7]2[N:11]([C:12]3[CH:13]=[N:14][C:15]([CH3:18])=[CH:16][CH:17]=3)[N:10]=[C:9]([C:19]([O:21]CC)=[O:20])[CH:8]=2)[N:4]=[CH:3]1.O.[OH-].[Li+]. No catalyst specified. The product is [CH3:1][N:2]1[CH:6]=[C:5]([C:7]2[N:11]([C:12]3[CH:13]=[N:14][C:15]([CH3:18])=[CH:16][CH:17]=3)[N:10]=[C:9]([C:19]([OH:21])=[O:20])[CH:8]=2)[N:4]=[CH:3]1. The yield is 0.700. (5) The reactants are [CH:1]([S:3]([CH3:6])(=[O:5])=[O:4])=[CH2:2].[CH3:7][O:8][C:9]1[CH:10]=[C:11]([C:18]2[CH2:23][CH2:22][CH:21]([N:24]3[CH2:29][CH2:28][NH:27][CH2:26][CH2:25]3)[CH2:20][CH:19]=2)[CH:12]=[CH:13][C:14]=1[N+:15]([O-:17])=[O:16]. The catalyst is O1CCOCC1. The product is [CH3:7][O:8][C:9]1[CH:10]=[C:11]([C:18]2[CH2:23][CH2:22][CH:21]([N:24]3[CH2:29][CH2:28][N:27]([CH2:2][CH2:1][S:3]([CH3:6])(=[O:5])=[O:4])[CH2:26][CH2:25]3)[CH2:20][CH:19]=2)[CH:12]=[CH:13][C:14]=1[N+:15]([O-:17])=[O:16]. The yield is 0.830. (6) The reactants are [Br:1][C:2]1[CH:3]=[C:4]2[C:8](=[CH:9][CH:10]=1)[CH:7](O)[CH2:6][CH2:5]2.O.C1(C)C=CC(S(O)(=O)=O)=CC=1. The catalyst is C1C=CC=CC=1. The product is [Br:1][C:2]1[CH:3]=[C:4]2[C:8](=[CH:9][CH:10]=1)[CH2:7][CH:6]=[CH:5]2. The yield is 0.870.